Dataset: Forward reaction prediction with 1.9M reactions from USPTO patents (1976-2016). Task: Predict the product of the given reaction. (1) Given the reactants C(OC([N:8]1[CH2:13][CH2:12][N:11]([C:14]2[CH:19]=[C:18]([O:20][CH3:21])[C:17]([N:22]3[CH2:27][CH2:26][CH2:25][CH2:24][CH2:23]3)=[CH:16][C:15]=2[CH:28]2[CH2:33][C:32]([CH3:35])([CH3:34])[CH2:31][C:30]([CH3:37])([CH3:36])[CH2:29]2)[CH2:10][CH2:9]1)=O)(C)(C)C.FC(F)(F)C(O)=O.ClCCl.C(=O)([O-])O.[Na+], predict the reaction product. The product is: [CH3:21][O:20][C:18]1[C:17]([N:22]2[CH2:23][CH2:24][CH2:25][CH2:26][CH2:27]2)=[CH:16][C:15]([CH:28]2[CH2:29][C:30]([CH3:36])([CH3:37])[CH2:31][C:32]([CH3:35])([CH3:34])[CH2:33]2)=[C:14]([N:11]2[CH2:10][CH2:9][NH:8][CH2:13][CH2:12]2)[CH:19]=1. (2) Given the reactants F[C:2]1[CH:3]=[N:4][C:5]2[C:10]([N:11]=1)=[C:9]([C:12]1[NH:20][C:19]3[CH2:18][CH2:17][NH:16][C:15](=[O:21])[C:14]=3[CH:13]=1)[CH:8]=[CH:7][CH:6]=2.[CH3:22][NH:23][C:24]1[CH:29]=[CH:28][CH:27]=[CH:26][CH:25]=1.C[Si]([N-][Si](C)(C)C)(C)C.[Na+], predict the reaction product. The product is: [CH3:22][N:23]([C:24]1[CH:29]=[CH:28][CH:27]=[CH:26][CH:25]=1)[C:2]1[CH:3]=[N:4][C:5]2[C:10]([N:11]=1)=[C:9]([C:12]1[NH:20][C:19]3[CH2:18][CH2:17][NH:16][C:15](=[O:21])[C:14]=3[CH:13]=1)[CH:8]=[CH:7][CH:6]=2. (3) The product is: [Cl:6][C:7]1[CH:8]=[CH:9][C:10]2[N:11]([N:13]=[C:14]([N:16]3[CH2:17][CH2:18][O:19][CH2:20][CH2:21]3)[CH:15]=2)[C:12]=1[Si:23]([CH3:25])([CH3:24])[CH3:22]. Given the reactants C([Li])CCC.[Cl:6][C:7]1[CH:8]=[CH:9][C:10]2[N:11]([N:13]=[C:14]([N:16]3[CH2:21][CH2:20][O:19][CH2:18][CH2:17]3)[CH:15]=2)[CH:12]=1.[CH3:22][Si:23](Cl)([CH3:25])[CH3:24].[Cl-].[NH4+], predict the reaction product. (4) Given the reactants C([O:8][C@@H:9]1[C@H:14]([O:15][CH2:16][C:17]2[CH:22]=[CH:21][CH:20]=[CH:19][CH:18]=2)[C@@H:13]([O:23][CH2:24][C:25]2[CH:30]=[CH:29][CH:28]=[CH:27][CH:26]=2)[C@H:12]([CH3:31])[O:11][C@H:10]1[O:32][C@@H:33]1[C@@H:42]([O:43][C@H:44]2[O:73][C@H:72]([CH2:74][O:75][CH2:76][C:77]3[CH:82]=[CH:81][CH:80]=[CH:79][CH:78]=3)[C@@H:63]([O:64][CH2:65][C:66]3[CH:71]=[CH:70][CH:69]=[CH:68][CH:67]=3)[C@H:54]([O:55][CH2:56][C:57]3[CH:62]=[CH:61][CH:60]=[CH:59][CH:58]=3)[C@H:45]2[O:46][CH2:47][C:48]2[CH:53]=[CH:52][CH:51]=[CH:50][CH:49]=2)[C@H:41]([CH3:83])[O:40][C@@H:35]([O:36][CH2:37][CH:38]=[CH2:39])[C@@H:34]1[O:84][C:85](=[O:92])[C:86]1[CH:91]=[CH:90][CH:89]=[CH:88][CH:87]=1)(=O)CCC(C)=O.NN.CC(C)=O, predict the reaction product. The product is: [CH2:16]([O:15][C@@H:14]1[C@@H:13]([O:23][CH2:24][C:25]2[CH:30]=[CH:29][CH:28]=[CH:27][CH:26]=2)[C@H:12]([CH3:31])[O:11][C@@H:10]([O:32][C@@H:33]2[C@@H:42]([O:43][C@H:44]3[O:73][C@H:72]([CH2:74][O:75][CH2:76][C:77]4[CH:78]=[CH:79][CH:80]=[CH:81][CH:82]=4)[C@@H:63]([O:64][CH2:65][C:66]4[CH:67]=[CH:68][CH:69]=[CH:70][CH:71]=4)[C@H:54]([O:55][CH2:56][C:57]4[CH:62]=[CH:61][CH:60]=[CH:59][CH:58]=4)[C@H:45]3[O:46][CH2:47][C:48]3[CH:53]=[CH:52][CH:51]=[CH:50][CH:49]=3)[C@H:41]([CH3:83])[O:40][C@@H:35]([O:36][CH2:37][CH:38]=[CH2:39])[C@@H:34]2[O:84][C:85](=[O:92])[C:86]2[CH:91]=[CH:90][CH:89]=[CH:88][CH:87]=2)[C@@H:9]1[OH:8])[C:17]1[CH:18]=[CH:19][CH:20]=[CH:21][CH:22]=1. (5) Given the reactants [O:1]([C:8]1[CH:13]=[CH:12][C:11]([Mg]Br)=[CH:10][CH:9]=1)[C:2]1[CH:7]=[CH:6][CH:5]=[CH:4][CH:3]=1.[C:16]1([Si:22](OC)([O:25][CH3:26])[O:23][CH3:24])[CH:21]=[CH:20][CH:19]=[CH:18][CH:17]=1, predict the reaction product. The product is: [O:1]([C:8]1[CH:13]=[CH:12][C:11]([Si:22]([C:16]2[CH:21]=[CH:20][CH:19]=[CH:18][CH:17]=2)([O:25][CH3:26])[O:23][CH3:24])=[CH:10][CH:9]=1)[C:2]1[CH:7]=[CH:6][CH:5]=[CH:4][CH:3]=1. (6) Given the reactants [CH2:1]([O:8][C:9]([C@@:11]([OH:19])([CH2:16][CH:17]=[CH2:18])[CH2:12][C:13]([OH:15])=O)=[O:10])[C:2]1[CH:7]=[CH:6][CH:5]=[CH:4][CH:3]=1.C(N(CC)CC)C.ClC1C=C(Cl)C=C(Cl)C=1C(Cl)=O, predict the reaction product. The product is: [CH2:16]([C@:11]1([C:9]([O:8][CH2:1][C:2]2[CH:3]=[CH:4][CH:5]=[CH:6][CH:7]=2)=[O:10])[CH2:12][C:13](=[O:15])[O:19]1)[CH:17]=[CH2:18]. (7) Given the reactants [CH3:1][O:2][C:3]([C:5]1[N:6]([CH3:24])[C:7]([NH2:23])=[C:8]([C:17]2[CH:22]=[CH:21][N:20]=[CH:19][CH:18]=2)[C:9]=1[C:10]1[CH:15]=[CH:14][C:13]([F:16])=[CH:12][CH:11]=1)=[O:4].CO[CH:27](OC)[N:28]([CH3:30])[CH3:29], predict the reaction product. The product is: [CH3:1][O:2][C:3]([C:5]1[N:6]([CH3:24])[C:7]([N:23]=[CH:27][N:28]([CH3:30])[CH3:29])=[C:8]([C:17]2[CH:22]=[CH:21][N:20]=[CH:19][CH:18]=2)[C:9]=1[C:10]1[CH:11]=[CH:12][C:13]([F:16])=[CH:14][CH:15]=1)=[O:4]. (8) The product is: [Cl:16][C:13]1[CH:14]=[CH:15][C:10]([NH:9][C:7]([NH:6][C:4](=[O:5])[O:3][CH2:1][CH3:2])=[S:8])=[N:11][CH:12]=1. Given the reactants [CH2:1]([O:3][C:4]([N:6]=[C:7]=[S:8])=[O:5])[CH3:2].[NH2:9][C:10]1[CH:15]=[CH:14][C:13]([Cl:16])=[CH:12][N:11]=1, predict the reaction product.